Dataset: Catalyst prediction with 721,799 reactions and 888 catalyst types from USPTO. Task: Predict which catalyst facilitates the given reaction. (1) Reactant: O=[C:2]1[CH2:10][C:9]2[C:4](=[CH:5]C=CC=2)[N:3]1C1CCN(C(OC(C)(C)C)=O)CC1.BrN1[C:29](=O)[CH2:28][CH2:27][C:26]1=[O:31].[C:32](#[N:34])C. Product: [O:31]1[CH2:26][CH2:27][CH:28]([N:34]2[CH2:5][CH:4]3[NH:3][CH:2]([CH2:10][CH2:9]3)[CH2:32]2)[CH2:29]1. The catalyst class is: 46. (2) Reactant: [Li+].CC([N-]C(C)C)C.[F:9][C:10]([F:25])([F:24])[C:11]1[CH:16]=[CH:15][C:14]([S:17][CH2:18][CH2:19][C:20](=[O:23])[CH2:21][CH3:22])=[CH:13][CH:12]=1.[Si:26](Cl)([CH3:29])([CH3:28])[CH3:27]. Product: [CH3:27][Si:26]([CH3:29])([CH3:28])[O:23][C:20]([CH2:19][CH2:18][S:17][C:14]1[CH:15]=[CH:16][C:11]([C:10]([F:24])([F:9])[F:25])=[CH:12][CH:13]=1)=[CH:21][CH3:22]. The catalyst class is: 773. (3) Reactant: [CH3:1][N:2]1[C:6]([C:7]2[CH:8]=[C:9]([C:16]([OH:18])=O)[S:10][C:11]=2[C:12]([F:15])([F:14])[F:13])=[CH:5][CH:4]=[N:3]1.F[P-](F)(F)(F)(F)F.[PH4+].CCN(C(C)C)C(C)C.[NH2:36][C@@H:37]([CH2:50][C:51]1[CH:56]=[CH:55][CH:54]=[CH:53][C:52]=1[C:57]([F:60])([F:59])[F:58])[CH2:38][N:39]1[C:47](=[O:48])[C:46]2[C:41](=[CH:42][CH:43]=[CH:44][CH:45]=2)[C:40]1=[O:49]. Product: [O:48]=[C:47]1[C:46]2[C:41](=[CH:42][CH:43]=[CH:44][CH:45]=2)[C:40](=[O:49])[N:39]1[CH2:38][C@@H:37]([NH:36][C:16]([C:9]1[S:10][C:11]([C:12]([F:13])([F:14])[F:15])=[C:7]([C:6]2[N:2]([CH3:1])[N:3]=[CH:4][CH:5]=2)[CH:8]=1)=[O:18])[CH2:50][C:51]1[CH:56]=[CH:55][CH:54]=[CH:53][C:52]=1[C:57]([F:59])([F:58])[F:60]. The catalyst class is: 2. (4) Product: [CH2:11]([O:13][P:14]([CH:19]=[CH:7][C:6]1[CH:9]=[C:2]([Cl:1])[CH:3]=[CH:4][C:5]=1[OH:10])(=[O:18])[O:15][CH2:16][CH3:17])[CH3:12]. The catalyst class is: 6. Reactant: [Cl:1][C:2]1[CH:3]=[CH:4][C:5]([OH:10])=[C:6]([CH:9]=1)[CH:7]=O.[CH2:11]([O:13][P:14]([CH2:19]P(OCC)(OCC)=O)(=[O:18])[O:15][CH2:16][CH3:17])[CH3:12].[OH-].[Na+].Cl. (5) Reactant: [C:1]([C:4]1[CH:9]=[CH:8][CH:7]=[CH:6][N:5]=1)(=[O:3])[CH3:2].[C:10]1([NH:16][C:17]2[CH:22]=[CH:21][CH:20]=[CH:19][CH:18]=2)[CH:15]=[CH:14][CH:13]=[CH:12][CH:11]=1.[CH2:23]=O. Product: [C:17]1([N:16]([CH2:23][CH2:2][C:1]([C:4]2[CH:9]=[CH:8][CH:7]=[CH:6][N:5]=2)=[O:3])[C:10]2[CH:11]=[CH:12][CH:13]=[CH:14][CH:15]=2)[CH:18]=[CH:19][CH:20]=[CH:21][CH:22]=1. The catalyst class is: 12.